Dataset: Full USPTO retrosynthesis dataset with 1.9M reactions from patents (1976-2016). Task: Predict the reactants needed to synthesize the given product. (1) Given the product [Cl:1][C:2]1[CH:3]=[N:4][C:5]2[N:6]([N:8]=[C:9]([C:11]([N:16]3[CH2:17][CH2:18][C:19]4[O:23][C:22]([CH3:24])=[C:21]([CH3:25])[C:20]=4[N:15]3[CH3:14])=[O:13])[CH:10]=2)[CH:7]=1, predict the reactants needed to synthesize it. The reactants are: [Cl:1][C:2]1[CH:3]=[N:4][C:5]2[N:6]([N:8]=[C:9]([C:11]([OH:13])=O)[CH:10]=2)[CH:7]=1.[CH3:14][N:15]1[C:20]2[C:21]([CH3:25])=[C:22]([CH3:24])[O:23][C:19]=2[CH2:18][CH2:17][NH:16]1. (2) Given the product [CH:27]1([C:33]([C:16]2[CH:17]=[CH:18][CH:19]=[CH:20][CH:21]=2)=[CH2:35])[CH2:32][CH2:31][CH2:30][CH2:29][CH2:28]1, predict the reactants needed to synthesize it. The reactants are: [I-].C[P+]([C:16]1[CH:21]=[CH:20][CH:19]=[CH:18][CH:17]=1)([C:16]1[CH:21]=[CH:20][CH:19]=[CH:18][CH:17]=1)[C:16]1[CH:21]=[CH:20][CH:19]=[CH:18][CH:17]=1.[Li]CCCC.[CH:27]1([C:33]([C:35]2C=CC=CC=2)=O)[CH2:32][CH2:31][CH2:30][CH2:29][CH2:28]1. (3) Given the product [CH3:25][N:26]([CH2:2][CH2:3][C:5]1[CH:13]=[C:12]2[C:8]([CH:9]=[CH:10][NH:11]2)=[CH:7][CH:6]=1)[CH3:27], predict the reactants needed to synthesize it. The reactants are: Cl[CH2:2][C:3]([C:5]1[CH:13]=[C:12]2[C:8]([CH:9]=[CH:10][N:11]2C(=O)C(C)(C)C)=[CH:7][CH:6]=1)=O.C([O-])(O)=O.[Na+].[CH3:25][NH:26][CH3:27].[H-].[H-].[H-].[H-].[Li+].[Al+3]. (4) The reactants are: [CH3:1][C:2]1([CH3:35])[O:7][CH2:6][C:5]([NH:27][C:28](=[O:34])[O:29][C:30]([CH3:33])([CH3:32])[CH3:31])([CH2:8][N:9]2[C:18]3[C:13](=[CH:14][C:15]([C:19]#[C:20][CH2:21][CH2:22][CH2:23][CH2:24][CH2:25][CH3:26])=[CH:16][CH:17]=3)[CH2:12][CH2:11][CH2:10]2)[CH2:4][O:3]1.C(C1C=C2C(=CC=1)CN(C(C1C=CC=CC=1)(C1C=CC=CC=1)C1C=CC=CC=1)C2)#CCCCCCC. Given the product [CH3:35][C:2]1([CH3:1])[O:3][CH2:4][C:5]([NH:27][C:28](=[O:34])[O:29][C:30]([CH3:33])([CH3:32])[CH3:31])([CH2:8][N:9]2[C:18]3[C:13](=[CH:14][C:15]([CH2:19][CH2:20][CH2:21][CH2:22][CH2:23][CH2:24][CH2:25][CH3:26])=[CH:16][CH:17]=3)[CH2:12][CH2:11][CH2:10]2)[CH2:6][O:7]1, predict the reactants needed to synthesize it. (5) Given the product [Cl:1][C:2]1[CH:9]=[CH:8][CH:7]=[C:6]2[C:3]=1[C:4]([NH2:5])=[N:12][NH:13]2, predict the reactants needed to synthesize it. The reactants are: [Cl:1][C:2]1[CH:9]=[CH:8][CH:7]=[C:6](F)[C:3]=1[C:4]#[N:5].O.[NH2:12][NH2:13].CC(C)=O. (6) Given the product [C:6]1([C:4]2[C:3]3[C:2](=[CH:15][CH:14]=[CH:13][CH:12]=3)[N:1]=[C:16]([C:19]3[S:23][C:22]([CH2:24][C:25]([NH2:27])=[O:26])=[CH:21][CH:20]=3)[CH:17]=2)[CH:11]=[CH:10][CH:9]=[CH:8][CH:7]=1, predict the reactants needed to synthesize it. The reactants are: [NH2:1][C:2]1[CH:15]=[CH:14][CH:13]=[CH:12][C:3]=1[C:4]([C:6]1[CH:11]=[CH:10][CH:9]=[CH:8][CH:7]=1)=O.[C:16]([C:19]1[S:23][C:22]([CH2:24][C:25]([NH2:27])=[O:26])=[CH:21][CH:20]=1)(=O)[CH3:17].C(O)(=O)CC(CC(O)=O)(C(O)=O)O. (7) Given the product [C:40]([N:37]1[CH2:36][CH2:35][N:34]([C:31]2[CH:32]=[CH:33][C:28]([NH:27][C:2]3[N:3]=[C:4]([NH:23][CH:24]4[CH2:25][CH2:26]4)[C:5]4[C:10]([C:11]#[N:12])=[CH:9][NH:8][C:6]=4[N:7]=3)=[CH:29][CH:30]=2)[CH2:39][CH2:38]1)(=[O:42])[CH3:41], predict the reactants needed to synthesize it. The reactants are: Cl[C:2]1[N:3]=[C:4]([NH:23][CH:24]2[CH2:26][CH2:25]2)[C:5]2[C:10]([C:11]#[N:12])=[CH:9][N:8](S(C3C=CC(C)=CC=3)(=O)=O)[C:6]=2[N:7]=1.[NH2:27][C:28]1[CH:33]=[CH:32][C:31]([N:34]2[CH2:39][CH2:38][N:37]([C:40](=[O:42])[CH3:41])[CH2:36][CH2:35]2)=[CH:30][CH:29]=1.C[Si](Cl)(C)C. (8) Given the product [NH2:15][C:13]1[CH:12]=[CH:11][C:6]([C:7]([OH:9])=[O:8])=[C:5]([O:4][CH2:3][O:2][CH3:1])[CH:14]=1, predict the reactants needed to synthesize it. The reactants are: [CH3:1][O:2][CH2:3][O:4][C:5]1[CH:14]=[C:13]([N+:15]([O-])=O)[CH:12]=[CH:11][C:6]=1[C:7]([O:9]C)=[O:8]. (9) Given the product [C:37]([NH:36][C:34]1[CH:35]=[C:30]([NH:29][C:11]2[N:16]=[C:15]([NH:17][CH2:18][C:19]3[CH:24]=[CH:23][CH:22]=[C:21]([F:25])[CH:20]=3)[C:14]([C:26]([NH2:28])=[O:27])=[CH:13][N:12]=2)[CH:31]=[CH:32][C:33]=1[O:40][CH2:41][CH2:42][N:43]1[CH2:44][CH2:45][CH2:46][CH2:47]1)(=[O:39])[CH3:38], predict the reactants needed to synthesize it. The reactants are: N1(O[C:11]2[N:16]=[C:15]([NH:17][CH2:18][C:19]3[CH:24]=[CH:23][CH:22]=[C:21]([F:25])[CH:20]=3)[C:14]([C:26]([NH2:28])=[O:27])=[CH:13][N:12]=2)C2C=CC=CC=2N=N1.[NH2:29][C:30]1[CH:31]=[CH:32][C:33]([O:40][CH2:41][CH2:42][N:43]2[CH2:47][CH2:46][CH2:45][CH2:44]2)=[C:34]([NH:36][C:37](=[O:39])[CH3:38])[CH:35]=1.CC1C=CC(S(O)(=O)=O)=CC=1. (10) Given the product [CH2:13]([O:20][C:21]1[CH:26]=[CH:25][N:24]=[C:23]([CH2:27][NH2:2])[CH:22]=1)[C:14]1[CH:19]=[CH:18][CH:17]=[CH:16][CH:15]=1, predict the reactants needed to synthesize it. The reactants are: C1N2CN3CN(C2)C[N:2]1C3.[I-].[Na+].[CH2:13]([O:20][C:21]1[CH:26]=[CH:25][N:24]=[C:23]([CH2:27]Cl)[CH:22]=1)[C:14]1[CH:19]=[CH:18][CH:17]=[CH:16][CH:15]=1.Cl.